The task is: Predict the product of the given reaction.. This data is from Forward reaction prediction with 1.9M reactions from USPTO patents (1976-2016). (1) Given the reactants [C:1]([O:5][C:6]([N:8]1[C:16]2[C:11](=[CH:12][CH:13]=[CH:14][CH:15]=2)[C:10]([CH2:17][OH:18])=[CH:9]1)=[O:7])([CH3:4])([CH3:3])[CH3:2].CC1C=CN=C(N)C=1C.[C:28](O[C:28](=[O:33])[CH2:29][CH2:30][CH2:31][CH3:32])(=[O:33])[CH2:29][CH2:30][CH2:31][CH3:32].C(O)(=O)CC(CC(O)=O)(C(O)=O)O, predict the reaction product. The product is: [C:1]([O:5][C:6]([N:8]1[C:16]2[C:11](=[CH:12][CH:13]=[CH:14][CH:15]=2)[C:10]([CH2:17][O:18][C:28](=[O:33])[CH2:29][CH2:30][CH2:31][CH3:32])=[CH:9]1)=[O:7])([CH3:4])([CH3:2])[CH3:3]. (2) Given the reactants [CH3:1][O:2][C:3]1[CH:4]=[C:5]2[C:10](=[CH:11][C:12]=1[O:13][CH3:14])[N:9]=[CH:8][CH:7]=[C:6]2[O:15][C:16]1[C:22]([CH3:23])=[CH:21][C:19]([NH2:20])=[C:18]([CH3:24])[CH:17]=1.Cl[C:26](Cl)([O:28][C:29](=[O:35])OC(Cl)(Cl)Cl)Cl.[C:37]1(C)[C:42](O)=[CH:41][CH:40]=[CH:39][CH:38]=1.C(=O)(O)[O-].[Na+], predict the reaction product. The product is: [CH3:1][O:2][C:3]1[CH:4]=[C:5]2[C:10](=[CH:11][C:12]=1[O:13][CH3:14])[N:9]=[CH:8][CH:7]=[C:6]2[O:15][C:16]1[C:22]([CH3:23])=[CH:21][C:19]([NH:20][C:29](=[O:35])[O:28][C:26]2[CH:41]=[CH:42][CH:37]=[CH:38][C:39]=2[CH3:40])=[C:18]([CH3:24])[CH:17]=1. (3) The product is: [CH2:1]([O:8][C:9]1[C:14](=[O:15])[N:13]=[C:12]([CH2:16][C:17]2([C:22]3[CH:27]=[CH:26][CH:25]=[C:24]([C:28]([F:31])([F:29])[F:30])[CH:23]=3)[CH2:21][CH2:20][CH2:19][CH2:18]2)[N:11]2[CH2:39][CH2:38][N:34]([CH:35]([CH3:36])[CH3:37])[C:32](=[O:33])[C:10]=12)[C:2]1[CH:3]=[CH:4][CH:5]=[CH:6][CH:7]=1. Given the reactants [CH2:1]([O:8][C:9]1[C:10]([C:32]([N:34]([CH2:38][CH2:39]O)[CH:35]([CH3:37])[CH3:36])=[O:33])=[N:11][C:12]([CH2:16][C:17]2([C:22]3[CH:27]=[CH:26][CH:25]=[C:24]([C:28]([F:31])([F:30])[F:29])[CH:23]=3)[CH2:21][CH2:20][CH2:19][CH2:18]2)=[N:13][C:14]=1[OH:15])[C:2]1[CH:7]=[CH:6][CH:5]=[CH:4][CH:3]=1.C(OC1C(=O)N=C(CC2(C3C=CC(C(F)(F)F)=CC=3)CCCC2)N2CCN(C(C)C)C(=O)C=12)C1C=CC=CC=1, predict the reaction product. (4) Given the reactants [F:1][C:2]1[CH:7]=[CH:6][C:5]([C@H:8]2[CH2:13][CH2:12][CH2:11][C@@H:10](C=C)[N:9]2[C:16](=[O:21])[CH2:17][CH2:18][CH:19]=[CH2:20])=[CH:4][CH:3]=1, predict the reaction product. The product is: [F:1][C:2]1[CH:3]=[CH:4][C:5]([C@@H:8]2[N:9]3[C:16](=[O:21])[CH2:17][CH2:18][CH:19]=[CH:20][C@@H:10]3[CH2:11][CH2:12][CH2:13]2)=[CH:6][CH:7]=1. (5) Given the reactants C(=O)([O-])[O-].[Cs+].[Cs+].Br[C:8]1[CH:13]=[CH:12][CH:11]=[C:10]([O:14][CH3:15])[N:9]=1.[C:16]1([NH:22][C:23]([C:25]2[N:26]=[C:27]3[CH:32]=[CH:31][C:30](B(O)O)=[CH:29][N:28]3[CH:36]=2)=[O:24])[CH:21]=[CH:20][CH:19]=[CH:18][CH:17]=1, predict the reaction product. The product is: [CH3:15][O:14][C:10]1[N:9]=[C:8]([C:30]2[CH:31]=[CH:32][C:27]3[N:28]([CH:36]=[C:25]([C:23]([NH:22][C:16]4[CH:21]=[CH:20][CH:19]=[CH:18][CH:17]=4)=[O:24])[N:26]=3)[CH:29]=2)[CH:13]=[CH:12][CH:11]=1. (6) Given the reactants [CH3:1][O:2][C:3]1[C:8]2[N:9]=[C:10]([NH2:12])[S:11][C:7]=2[C:6]([NH:13][CH3:14])=[CH:5][CH:4]=1.C(=O)([O-])[O-].[K+].[K+].[CH2:21](Br)[C:22]1[CH:27]=[CH:26][CH:25]=[CH:24][CH:23]=1.[Br:29][C:30]1[CH:31]=[C:32]([CH:36]=[CH:37][N:38]=1)[C:33](O)=[O:34].CN(C(ON1N=NC2C=CC=NC1=2)=[N+](C)C)C.F[P-](F)(F)(F)(F)F.C(N(C(C)C)C(C)C)C, predict the reaction product. The product is: [CH2:21]([N:13]([CH3:14])[C:6]1[C:7]2[S:11][C:10]([NH:12][C:33](=[O:34])[C:32]3[CH:36]=[CH:37][N:38]=[C:30]([Br:29])[CH:31]=3)=[N:9][C:8]=2[C:3]([O:2][CH3:1])=[CH:4][CH:5]=1)[C:22]1[CH:27]=[CH:26][CH:25]=[CH:24][CH:23]=1.